Task: Regression. Given two drug SMILES strings and cell line genomic features, predict the synergy score measuring deviation from expected non-interaction effect.. Dataset: NCI-60 drug combinations with 297,098 pairs across 59 cell lines (1) Drug 1: C1CC(=O)NC(=O)C1N2CC3=C(C2=O)C=CC=C3N. Drug 2: CC1C(C(CC(O1)OC2CC(CC3=C2C(=C4C(=C3O)C(=O)C5=C(C4=O)C(=CC=C5)OC)O)(C(=O)CO)O)N)O.Cl. Cell line: NCI-H460. Synergy scores: CSS=46.9, Synergy_ZIP=1.77, Synergy_Bliss=-0.779, Synergy_Loewe=-16.3, Synergy_HSA=-0.582. (2) Drug 1: C1=CC=C(C=C1)NC(=O)CCCCCCC(=O)NO. Drug 2: CC1CCC2CC(C(=CC=CC=CC(CC(C(=O)C(C(C(=CC(C(=O)CC(OC(=O)C3CCCCN3C(=O)C(=O)C1(O2)O)C(C)CC4CCC(C(C4)OC)OCCO)C)C)O)OC)C)C)C)OC. Cell line: NCI-H522. Synergy scores: CSS=20.4, Synergy_ZIP=-2.38, Synergy_Bliss=-4.80, Synergy_Loewe=-3.17, Synergy_HSA=-2.84. (3) Drug 1: CCC(=C(C1=CC=CC=C1)C2=CC=C(C=C2)OCCN(C)C)C3=CC=CC=C3.C(C(=O)O)C(CC(=O)O)(C(=O)O)O. Drug 2: CC1=C(C=C(C=C1)C(=O)NC2=CC(=CC(=C2)C(F)(F)F)N3C=C(N=C3)C)NC4=NC=CC(=N4)C5=CN=CC=C5. Cell line: NCIH23. Synergy scores: CSS=0.728, Synergy_ZIP=5.79, Synergy_Bliss=7.14, Synergy_Loewe=3.08, Synergy_HSA=-1.66. (4) Drug 1: C1CCC(C1)C(CC#N)N2C=C(C=N2)C3=C4C=CNC4=NC=N3. Drug 2: C1C(C(OC1N2C=NC(=NC2=O)N)CO)O. Cell line: ACHN. Synergy scores: CSS=10.6, Synergy_ZIP=0.341, Synergy_Bliss=5.45, Synergy_Loewe=1.49, Synergy_HSA=5.28. (5) Drug 1: CC(C)(C#N)C1=CC(=CC(=C1)CN2C=NC=N2)C(C)(C)C#N. Drug 2: CC1C(C(CC(O1)OC2CC(CC3=C2C(=C4C(=C3O)C(=O)C5=CC=CC=C5C4=O)O)(C(=O)C)O)N)O. Cell line: HCC-2998. Synergy scores: CSS=64.8, Synergy_ZIP=2.96, Synergy_Bliss=4.23, Synergy_Loewe=-0.0765, Synergy_HSA=4.06. (6) Drug 1: CC1=CC2C(CCC3(C2CCC3(C(=O)C)OC(=O)C)C)C4(C1=CC(=O)CC4)C. Drug 2: CC1=C(C=C(C=C1)C(=O)NC2=CC(=CC(=C2)C(F)(F)F)N3C=C(N=C3)C)NC4=NC=CC(=N4)C5=CN=CC=C5. Cell line: SK-MEL-5. Synergy scores: CSS=-2.74, Synergy_ZIP=5.38, Synergy_Bliss=4.34, Synergy_Loewe=-13.4, Synergy_HSA=-5.79. (7) Drug 1: CN(C)N=NC1=C(NC=N1)C(=O)N. Drug 2: COC1=NC(=NC2=C1N=CN2C3C(C(C(O3)CO)O)O)N. Cell line: MOLT-4. Synergy scores: CSS=52.4, Synergy_ZIP=-3.08, Synergy_Bliss=-4.30, Synergy_Loewe=-3.52, Synergy_HSA=-1.74. (8) Drug 1: COC1=CC(=CC(=C1O)OC)C2C3C(COC3=O)C(C4=CC5=C(C=C24)OCO5)OC6C(C(C7C(O6)COC(O7)C8=CC=CS8)O)O. Drug 2: C1=CN(C(=O)N=C1N)C2C(C(C(O2)CO)O)O.Cl. Cell line: HOP-92. Synergy scores: CSS=52.0, Synergy_ZIP=-4.99, Synergy_Bliss=-2.86, Synergy_Loewe=1.11, Synergy_HSA=3.69.